From a dataset of Full USPTO retrosynthesis dataset with 1.9M reactions from patents (1976-2016). Predict the reactants needed to synthesize the given product. (1) Given the product [CH:1]1([N:6]2[CH:10]=[C:9]([N+:11]([O-:13])=[O:12])[CH:8]=[C:7]2[C:14]([OH:16])=[O:15])[CH2:2][CH2:3][CH2:4][CH2:5]1, predict the reactants needed to synthesize it. The reactants are: [CH:1]1([N:6]2[CH:10]=[C:9]([N+:11]([O-:13])=[O:12])[CH:8]=[C:7]2[C:14]([O:16]CC)=[O:15])[CH2:5][CH2:4][CH2:3][CH2:2]1.[OH-].[Na+].Cl. (2) Given the product [Br:1][C:2]1[C:3]([C:9]([O:11][CH3:12])=[O:10])=[N:4][C:5]([Cl:8])=[CH:6][CH:7]=1, predict the reactants needed to synthesize it. The reactants are: [Br:1][C:2]1[C:3]([C:9]([OH:11])=[O:10])=[N:4][C:5]([Cl:8])=[CH:6][CH:7]=1.[CH3:12]O. (3) Given the product [OH:27][C:24]1[CH:25]=[CH:26][C:21]([C:2]2[N:7]=[C:6]([C:8]([NH2:10])=[O:9])[C:5]([CH3:11])=[N:4][C:3]=2[CH3:12])=[CH:22][CH:23]=1, predict the reactants needed to synthesize it. The reactants are: Cl[C:2]1[N:7]=[C:6]([C:8]([NH2:10])=[O:9])[C:5]([CH3:11])=[N:4][C:3]=1[CH3:12].CC1(C)C(C)(C)OB([C:21]2[CH:26]=[CH:25][C:24]([OH:27])=[CH:23][CH:22]=2)O1.P([O-])([O-])([O-])=O.[K+].[K+].[K+]. (4) The reactants are: [CH2:1]([O:3][C:4](=[O:23])[CH:5]([C:11]1[CH:16]=[CH:15][C:14]([NH2:17])=[C:13]([NH2:18])[C:12]=1[C:19]([O:21][CH3:22])=[O:20])[C:6]([O:8][CH2:9][CH3:10])=[O:7])[CH3:2].[CH3:24][O:25][C:26]1[CH:33]=[CH:32][CH:31]=[CH:30][C:27]=1[CH:28]=O.C1(Cl)C(=O)C(Cl)=C(Cl)C(=O)C=1Cl. Given the product [CH2:1]([O:3][C:4](=[O:23])[CH:5]([C:11]1[CH:16]=[CH:15][C:14]2[N:17]=[C:28]([C:27]3[CH:30]=[CH:31][CH:32]=[CH:33][C:26]=3[O:25][CH3:24])[NH:18][C:13]=2[C:12]=1[C:19]([O:21][CH3:22])=[O:20])[C:6]([O:8][CH2:9][CH3:10])=[O:7])[CH3:2], predict the reactants needed to synthesize it. (5) Given the product [CH2:9]([N:1]([CH2:9][C:10]1[CH:15]=[CH:14][CH:13]=[CH:12][CH:11]=1)[C@H:2]1[CH2:7][CH2:6][C@H:5]([OH:8])[CH2:4][CH2:3]1)[C:10]1[CH:15]=[CH:14][CH:13]=[CH:12][CH:11]=1, predict the reactants needed to synthesize it. The reactants are: [NH2:1][CH:2]1[CH2:7][CH2:6][CH:5]([OH:8])[CH2:4][CH2:3]1.[CH2:9](Br)[C:10]1[CH:15]=[CH:14][CH:13]=[CH:12][CH:11]=1.C(=O)([O-])[O-].[Na+].[Na+].